From a dataset of Catalyst prediction with 721,799 reactions and 888 catalyst types from USPTO. Predict which catalyst facilitates the given reaction. (1) Reactant: [CH:1]([C:3]1[C:4]([CH3:28])=[C:5]2[C:10]([NH:11][C:12]3[CH:17]=[CH:16][C:15]([O:18][C:19]4[CH:24]=[CH:23][CH:22]=[CH:21][CH:20]=4)=[CH:14][CH:13]=3)=[C:9]([C:25]#[N:26])[CH:8]=[N:7][N:6]2[CH:27]=1)=O.[NH2:29][OH:30]. Product: [OH:30][N:29]=[CH:1][C:3]1[C:4]([CH3:28])=[C:5]2[C:10]([NH:11][C:12]3[CH:17]=[CH:16][C:15]([O:18][C:19]4[CH:24]=[CH:23][CH:22]=[CH:21][CH:20]=4)=[CH:14][CH:13]=3)=[C:9]([C:25]#[N:26])[CH:8]=[N:7][N:6]2[CH:27]=1. The catalyst class is: 24. (2) Reactant: [Cl:1][C:2]1[CH:3]=[C:4]([O:21][CH2:22][CH3:23])[CH:5]=[C:6]2[C:11]=1[O:10][CH:9]([C:12]([F:15])([F:14])[F:13])[C:8]([C:16]([O:18]CC)=[O:17])=[CH:7]2.C1COCC1.CCO.O[Li].O. Product: [Cl:1][C:2]1[CH:3]=[C:4]([O:21][CH2:22][CH3:23])[CH:5]=[C:6]2[C:11]=1[O:10][CH:9]([C:12]([F:15])([F:14])[F:13])[C:8]([C:16]([OH:18])=[O:17])=[CH:7]2. The catalyst class is: 6. (3) Reactant: [Cl:1][C:2]1[C:3]([C:13]#[N:14])=[CH:4][C:5]([O:11][CH3:12])=[C:6]([CH:10]=1)[C:7](O)=[O:8].C1COCC1.B.CSC. Product: [Cl:1][C:2]1[CH:10]=[C:6]([CH2:7][OH:8])[C:5]([O:11][CH3:12])=[CH:4][C:3]=1[C:13]#[N:14]. The catalyst class is: 6. (4) Reactant: [OH:1][C:2]1[C:7]2[N:8]=[CH:9][O:10][C:6]=2[CH:5]=[CH:4][CH:3]=1.[C:11]([O-])([O-])=O.[K+].[K+].IC. Product: [CH3:11][O:1][C:2]1[C:7]2[N:8]=[CH:9][O:10][C:6]=2[CH:5]=[CH:4][CH:3]=1. The catalyst class is: 21. (5) Reactant: [CH3:1][N:2]([CH:10]1[CH2:13][N:12]([C:14]2[C:15]3[N:16]([CH:26]=[N:27][N:28]=3)[C:17]3[CH:23]=[C:22]([CH:24]=[CH2:25])[CH:21]=[N:20][C:18]=3[N:19]=2)[CH2:11]1)C(=O)OC(C)(C)C.[H][H]. Product: [CH2:24]([C:22]1[CH:21]=[N:20][C:18]2[N:19]=[C:14]([N:12]3[CH2:13][CH:10]([NH:2][CH3:1])[CH2:11]3)[C:15]3[N:16]([CH:26]=[N:27][N:28]=3)[C:17]=2[CH:23]=1)[CH3:25]. The catalyst class is: 19. (6) Reactant: CC1(C)[O:6][C:5](=[CH:7][C:8]([N:10]([CH2:13][C:14]2[CH:23]=[CH:22][C:17]([C:18]([NH:20][CH3:21])=[O:19])=[CH:16][CH:15]=2)[O:11][CH3:12])=[O:9])[C:4](=[O:24])O1.[CH2:26]=O.[NH2:28][CH2:29][CH2:30][N:31]1[CH2:36][CH2:35][O:34][CH2:33][CH2:32]1. Product: [CH3:12][O:11][N:10]([CH2:13][C:14]1[CH:15]=[CH:16][C:17]([C:18](=[O:19])[NH:20][CH3:21])=[CH:22][CH:23]=1)[C:8]([C:7]1[CH2:26][N:28]([CH2:29][CH2:30][N:31]2[CH2:36][CH2:35][O:34][CH2:33][CH2:32]2)[C:4](=[O:24])[C:5]=1[OH:6])=[O:9]. The catalyst class is: 5. (7) Reactant: C([O:5][C:6](=[O:16])[CH2:7][CH2:8][CH2:9][C@@H:10]([O:12][N+:13]([O-:15])=[O:14])[CH3:11])(C)(C)C. Product: [N+:13]([O:12][C@@H:10]([CH3:11])[CH2:9][CH2:8][CH2:7][C:6]([OH:16])=[O:5])([O-:15])=[O:14]. The catalyst class is: 2. (8) Reactant: [CH:1]1([C:4]([NH:6][C:7]2[O:8][C:9]3[CH:15]=[C:14]([O:16][C:17]4[CH:18]=[C:19]([CH:23]=[CH:24][CH:25]=4)C(O)=O)[CH:13]=[CH:12][C:10]=3[N:11]=2)=[O:5])[CH2:3][CH2:2]1.C([N:28]([CH:32](C)C)C(C)C)C.C1(P(N=[N+]=[N-])(C2C=CC=CC=2)=[O:42])C=CC=CC=1.[CH3:52][C:53]([OH:56])([CH3:55])[CH3:54]. Product: [CH:1]1([C:4]([NH:6][C:7]2[O:8][C:9]3[CH:15]=[C:14]([O:16][C:17]4[CH:18]=[C:19]([NH:28][C:32](=[O:42])[O:56][C:53]([CH3:55])([CH3:54])[CH3:52])[CH:23]=[CH:24][CH:25]=4)[CH:13]=[CH:12][C:10]=3[N:11]=2)=[O:5])[CH2:3][CH2:2]1. The catalyst class is: 7. (9) Reactant: [CH3:1][O:2][C:3]1[CH:4]=[C:5]2[C:10](=[CH:11][C:12]=1[O:13][CH3:14])[N:9]=[CH:8][CH:7]=[C:6]2[O:15][C:16]1[CH:22]=[CH:21][C:19]([NH2:20])=[C:18]([F:23])[CH:17]=1.C(N(CC)CC)C.ClC(Cl)(O[C:35](=[O:41])OC(Cl)(Cl)Cl)Cl.[F:43][C:44]1[CH:49]=[CH:48][C:47]([C@@H:50]([NH2:52])[CH3:51])=[CH:46][CH:45]=1. Product: [CH3:1][O:2][C:3]1[CH:4]=[C:5]2[C:10](=[CH:11][C:12]=1[O:13][CH3:14])[N:9]=[CH:8][CH:7]=[C:6]2[O:15][C:16]1[CH:22]=[CH:21][C:19]([NH:20][C:35]([NH:52][C@H:50]([C:47]2[CH:48]=[CH:49][C:44]([F:43])=[CH:45][CH:46]=2)[CH3:51])=[O:41])=[C:18]([F:23])[CH:17]=1. The catalyst class is: 22. (10) Reactant: [C:1]([C:5]1[CH:32]=[CH:31][C:8]([CH2:9][N:10]([C:17]2[CH:22]=[CH:21][C:20]([C:23]3[CH:28]=[CH:27][C:26]([O:29][CH3:30])=[CH:25][CH:24]=3)=[CH:19][CH:18]=2)[C:11](=[O:16])[C:12]([O:14]C)=[O:13])=[CH:7][CH:6]=1)([CH3:4])([CH3:3])[CH3:2].CO.[OH-].[Na+].Cl. Product: [C:1]([C:5]1[CH:32]=[CH:31][C:8]([CH2:9][N:10]([C:17]2[CH:22]=[CH:21][C:20]([C:23]3[CH:24]=[CH:25][C:26]([O:29][CH3:30])=[CH:27][CH:28]=3)=[CH:19][CH:18]=2)[C:11](=[O:16])[C:12]([OH:14])=[O:13])=[CH:7][CH:6]=1)([CH3:4])([CH3:2])[CH3:3]. The catalyst class is: 7.